Dataset: Peptide-MHC class I binding affinity with 185,985 pairs from IEDB/IMGT. Task: Regression. Given a peptide amino acid sequence and an MHC pseudo amino acid sequence, predict their binding affinity value. This is MHC class I binding data. (1) The peptide sequence is ASDDLEHWQ. The MHC is HLA-B08:01 with pseudo-sequence HLA-B08:01. The binding affinity (normalized) is 0.0847. (2) The peptide sequence is ESEVDDPAM. The MHC is HLA-A69:01 with pseudo-sequence HLA-A69:01. The binding affinity (normalized) is 0.0847.